Dataset: Reaction yield outcomes from USPTO patents with 853,638 reactions. Task: Predict the reaction yield, written as a fraction of the theoretical maximum amount of product (1.0 means a 100% yield; for example, 0.34 means a 34% yield). The reactants are [CH:1]1([N:6]2[CH2:12][C:11]3([CH2:15][CH2:14][CH2:13]3)[C:10](=[O:16])[N:9]([CH3:17])[C:8]3[CH:18]=[N:19][C:20]([NH:22][C:23]4[CH:31]=[CH:30][C:26]([C:27](O)=[O:28])=[CH:25][C:24]=4[F:32])=[N:21][C:7]2=3)[CH2:5][CH2:4][CH2:3][CH2:2]1.CCN(C(C)C)C(C)C.CN(C(ON1N=NC2C=CC=CC1=2)=[N+](C)C)C.[B-](F)(F)(F)F.[NH2:64][N:65]1[CH2:70][CH2:69][N:68]([CH3:71])[CH2:67][CH2:66]1. The catalyst is CN(C=O)C. The product is [CH:1]1([N:6]2[CH2:12][C:11]3([CH2:13][CH2:14][CH2:15]3)[C:10](=[O:16])[N:9]([CH3:17])[C:8]3[CH:18]=[N:19][C:20]([NH:22][C:23]4[CH:31]=[CH:30][C:26]([C:27]([NH:64][N:65]5[CH2:70][CH2:69][N:68]([CH3:71])[CH2:67][CH2:66]5)=[O:28])=[CH:25][C:24]=4[F:32])=[N:21][C:7]2=3)[CH2:2][CH2:3][CH2:4][CH2:5]1. The yield is 0.410.